This data is from Forward reaction prediction with 1.9M reactions from USPTO patents (1976-2016). The task is: Predict the product of the given reaction. (1) Given the reactants [Cl:1][C:2]1[N:3]=[N:4][C:5](I)=[C:6]([CH3:9])[C:7]=1[CH3:8].[Cu](C#N)[C:12]#[N:13].ClCCl, predict the reaction product. The product is: [Cl:1][C:2]1[N:3]=[N:4][C:5]([C:12]#[N:13])=[C:6]([CH3:9])[C:7]=1[CH3:8]. (2) Given the reactants [CH2:1]([O:4][N:5]([C@H:18]1[CH2:23][N:22]([C:24]([O:26][C:27]([CH3:30])([CH3:29])[CH3:28])=[O:25])[C@H:21]([CH2:31][OH:32])[C:20]([CH:33]2[CH2:35][CH2:34]2)=[CH:19]1)[S:6]([C:9]1[CH:14]=[CH:13][CH:12]=[CH:11][C:10]=1[N+:15]([O-:17])=[O:16])(=[O:8])=[O:7])[CH:2]=[CH2:3].C([O:39]N([C@H]1CN(C(OC(C)(C)C)=O)[C@H](C(O)=O)C=C1C)S(C1C=CC=CC=1[N+]([O-])=O)(=O)=O)C=C, predict the reaction product. The product is: [CH2:1]([O:4][N:5]([C@H:18]1[CH2:23][N:22]([C:24]([O:26][C:27]([CH3:29])([CH3:30])[CH3:28])=[O:25])[C@H:21]([C:31]([OH:39])=[O:32])[C:20]([CH:33]2[CH2:34][CH2:35]2)=[CH:19]1)[S:6]([C:9]1[CH:14]=[CH:13][CH:12]=[CH:11][C:10]=1[N+:15]([O-:17])=[O:16])(=[O:8])=[O:7])[CH:2]=[CH2:3]. (3) The product is: [F:17][C:4]1[CH:5]=[C:6]2[C:10](=[C:2]([C:18]#[N:19])[CH:3]=1)[N:9]1[CH2:11][CH2:12][NH:13][C:14](=[O:15])[C:8]1=[C:7]2[CH3:16]. Given the reactants Br[C:2]1[C:10]2[N:9]3[CH2:11][CH2:12][NH:13][C:14](=[O:15])[C:8]3=[C:7]([CH3:16])[C:6]=2[CH:5]=[C:4]([F:17])[CH:3]=1.[CH3:18][N:19](C=O)C, predict the reaction product.